Dataset: Forward reaction prediction with 1.9M reactions from USPTO patents (1976-2016). Task: Predict the product of the given reaction. (1) Given the reactants [NH2:1][C:2]1[N:7]=[C:6]([N:8]2[C:16]3[C:11](=[CH:12][CH:13]=[C:14]([I:17])[CH:15]=3)[C:10]([C:18]([OH:20])=O)=[N:9]2)[CH:5]=[CH:4][N:3]=1.CN(C(ON1N=NC2C=CC=NC1=2)=[N+](C)C)C.F[P-](F)(F)(F)(F)F.Cl.[NH:46]1[CH2:49][CH:48]([OH:50])[CH2:47]1.C(N(CC)CC)C, predict the reaction product. The product is: [NH2:1][C:2]1[N:7]=[C:6]([N:8]2[C:16]3[C:11](=[CH:12][CH:13]=[C:14]([I:17])[CH:15]=3)[C:10]([C:18]([N:46]3[CH2:49][CH:48]([OH:50])[CH2:47]3)=[O:20])=[N:9]2)[CH:5]=[CH:4][N:3]=1. (2) Given the reactants [H-].[Al+3].[Li+].[H-].[H-].[H-].[N:7]12[CH2:15][CH2:14][CH:11]([CH2:12][CH2:13]1)[N:10]([C:16]([C:18]1[CH:23]=[CH:22][CH:21]=[CH:20][N:19]=1)=O)[CH2:9][CH2:8]2.C(Cl)(Cl)Cl.CO.C(Cl)(Cl)Cl, predict the reaction product. The product is: [N:19]1[CH:20]=[CH:21][CH:22]=[CH:23][C:18]=1[CH2:16][N:10]1[CH:11]2[CH2:12][CH2:13][N:7]([CH2:15][CH2:14]2)[CH2:8][CH2:9]1. (3) Given the reactants [C:1]([O:5][C:6]([NH:8][C@H:9]([C:22]([OH:24])=O)[CH2:10][CH2:11][CH2:12][CH2:13][NH:14][C:15]([O:17][C:18]([CH3:21])([CH3:20])[CH3:19])=[O:16])=[O:7])([CH3:4])([CH3:3])[CH3:2].Cl.CN(C)CCCN=C=NCC.O.ON1C2C=CC=CC=2N=N1.C(N(CC)C(C)C)(C)C.FC(F)(F)C(O)=O.[NH2:64][C@H:65]([C:67]([O:69][CH2:70][CH2:71][O:72][C:73]1[CH:78]=[CH:77][C:76]([C:79]2[C:84]([C:85]#[N:86])=[C:83]([S:87][CH2:88][C:89]3[N:90]=[C:91]([C:94]4[CH:99]=[CH:98][C:97]([Cl:100])=[CH:96][CH:95]=4)[S:92][CH:93]=3)[N:82]=[C:81]([N:101]3[CH2:104][CH2:103][CH2:102]3)[C:80]=2[C:105]#[N:106])=[CH:75][CH:74]=1)=[O:68])[CH3:66], predict the reaction product. The product is: [C:1]([O:5][C:6]([NH:8][C@H:9]([C:22]([NH:64][C@H:65]([C:67]([O:69][CH2:70][CH2:71][O:72][C:73]1[CH:78]=[CH:77][C:76]([C:79]2[C:84]([C:85]#[N:86])=[C:83]([S:87][CH2:88][C:89]3[N:90]=[C:91]([C:94]4[CH:95]=[CH:96][C:97]([Cl:100])=[CH:98][CH:99]=4)[S:92][CH:93]=3)[N:82]=[C:81]([N:101]3[CH2:102][CH2:103][CH2:104]3)[C:80]=2[C:105]#[N:106])=[CH:75][CH:74]=1)=[O:68])[CH3:66])=[O:24])[CH2:10][CH2:11][CH2:12][CH2:13][NH:14][C:15]([O:17][C:18]([CH3:19])([CH3:20])[CH3:21])=[O:16])=[O:7])([CH3:2])([CH3:3])[CH3:4]. (4) Given the reactants [BH4-:1].[Na+:2].[F:3][C:4]([F:9])([F:8])[C:5]([OH:7])=[O:6], predict the reaction product. The product is: [F:3][C:4]([F:9])([F:8])[C:5]([O:7][BH3-:1])=[O:6].[Na+:2]. (5) The product is: [OH:26][C:22]1[CH:21]=[C:20]([C:9]2[CH2:10][CH2:11][CH2:12][C:13]3[CH:18]=[C:17]([OH:19])[CH:16]=[CH:15][C:14]=3[C:8]=2[CH2:7][CH2:6][CH2:5][CH2:4][CH2:3][CH2:2][N:28]([CH3:27])[CH2:29][CH2:30][CH2:31][CH2:32][S:33]([CH2:36][CH2:37][CH2:38][C:39]([F:45])([F:44])[C:40]([F:41])([F:42])[F:43])(=[O:35])=[O:34])[CH:25]=[CH:24][CH:23]=1. Given the reactants Br[CH2:2][CH2:3][CH2:4][CH2:5][CH2:6][CH2:7][C:8]1[C:14]2[CH:15]=[CH:16][C:17]([OH:19])=[CH:18][C:13]=2[CH2:12][CH2:11][CH2:10][C:9]=1[C:20]1[CH:25]=[CH:24][CH:23]=[C:22]([OH:26])[CH:21]=1.[CH3:27][NH:28][CH2:29][CH2:30][CH2:31][CH2:32][S:33]([CH2:36][CH2:37][CH2:38][C:39]([F:45])([F:44])[C:40]([F:43])([F:42])[F:41])(=[O:35])=[O:34], predict the reaction product. (6) The product is: [O:26]1[CH2:30][CH2:29][CH:28]([CH2:31][NH:32][C:16]([C:13]2[CH:12]=[C:11]([CH2:10][O:9][CH2:8][C:7]3[C:6]([F:23])=[C:5]([F:24])[C:4]([CH2:3][O:2][CH3:1])=[C:20]([F:21])[C:19]=3[F:22])[O:15][N:14]=2)=[O:18])[CH2:27]1. Given the reactants [CH3:1][O:2][CH2:3][C:4]1[C:20]([F:21])=[C:19]([F:22])[C:7]([CH2:8][O:9][CH2:10][C:11]2[O:15][N:14]=[C:13]([C:16]([OH:18])=O)[CH:12]=2)=[C:6]([F:23])[C:5]=1[F:24].Cl.[O:26]1[CH2:30][CH2:29][CH:28]([CH2:31][NH2:32])[CH2:27]1.C(N(CC)CC)C.ON1C2C=CC=CC=2N=N1.Cl.C(N=C=NCCCN(C)C)C, predict the reaction product. (7) Given the reactants [H-].[Na+].[OH:3][CH2:4][CH2:5][C:6]1[CH:11]=[CH:10][CH:9]=[CH:8][N:7]=1.[H][H].Cl.[Cl:15][C:16]1[CH:21]=[CH:20][CH:19]=[C:18]([Cl:22])[C:17]=1[C:23]1[CH:27]=[C:26]([C:28]2[CH:33]=[C:32]([NH2:34])[CH:31]=[CH:30][N:29]=2)[O:25][N:24]=1.[CH2:35]=O, predict the reaction product. The product is: [Cl:22][C:18]1[CH:19]=[CH:20][CH:21]=[C:16]([Cl:15])[C:17]=1[C:23]1[CH:27]=[C:26]([C:28]2[CH:33]=[C:32]([NH:34][CH2:35][O:3][CH2:4][CH2:5][C:6]3[CH:11]=[CH:10][CH:9]=[CH:8][N:7]=3)[CH:31]=[CH:30][N:29]=2)[O:25][N:24]=1. (8) Given the reactants [F:1][C:2]1[CH:7]=[CH:6][C:5]([CH3:8])=[CH:4][C:3]=1[NH:9][C:10]([NH:12][C:13]1[CH:39]=[CH:38][C:16]([O:17][C:18]2[CH:23]=[CH:22][N:21]=[C:20]([C:24]3[NH:28][CH:27]=[C:26]([C:29]([NH:31][CH2:32][CH2:33][CH2:34][C:35]([OH:37])=O)=[O:30])[CH:25]=3)[CH:19]=2)=[CH:15][CH:14]=1)=[O:11].CN(C(ON1N=NC2C=CC=NC1=2)=[N+](C)C)C.F[P-](F)(F)(F)(F)F.C(N(CC)C(C)C)(C)C.[NH:73]1[CH2:77][CH2:76][C@@H:75]([OH:78])[CH2:74]1.Cl, predict the reaction product. The product is: [F:1][C:2]1[CH:7]=[CH:6][C:5]([CH3:8])=[CH:4][C:3]=1[NH:9][C:10]([NH:12][C:13]1[CH:39]=[CH:38][C:16]([O:17][C:18]2[CH:23]=[CH:22][N:21]=[C:20]([C:24]3[NH:28][CH:27]=[C:26]([C:29]([NH:31][CH2:32][CH2:33][CH2:34][C:35]([N:73]4[CH2:77][CH2:76][CH:75]([OH:78])[CH2:74]4)=[O:37])=[O:30])[CH:25]=3)[CH:19]=2)=[CH:15][CH:14]=1)=[O:11]. (9) Given the reactants [Br:1][C:2]1[CH:3]=[C:4]([OH:8])[CH:5]=[CH:6][CH:7]=1.C([O-])([O-])=O.[K+].[K+].Br[CH:16]1[CH2:20][CH2:19][CH2:18][CH2:17]1, predict the reaction product. The product is: [Br:1][C:2]1[CH:7]=[CH:6][CH:5]=[C:4]([O:8][CH:16]2[CH2:20][CH2:19][CH2:18][CH2:17]2)[CH:3]=1. (10) The product is: [CH:32]1([NH:35][C:22](=[O:23])[CH2:21][C:12]2[C:11]([C:25]3[CH:30]=[CH:29][C:28]([CH3:31])=[CH:27][CH:26]=3)=[C:10]([CH2:9][NH:8][C:6](=[O:7])[O:5][C:1]([CH3:3])([CH3:2])[CH3:4])[C:15]([CH2:16][CH:17]([CH3:19])[CH3:18])=[N:14][C:13]=2[CH3:20])[CH2:34][CH2:33]1. Given the reactants [C:1]([O:5][C:6]([NH:8][CH2:9][C:10]1[C:11]([C:25]2[CH:30]=[CH:29][C:28]([CH3:31])=[CH:27][CH:26]=2)=[C:12]([CH2:21][C:22](O)=[O:23])[C:13]([CH3:20])=[N:14][C:15]=1[CH2:16][CH:17]([CH3:19])[CH3:18])=[O:7])([CH3:4])([CH3:3])[CH3:2].[CH:32]1([NH2:35])[CH2:34][CH2:33]1.ON1C2C=CC=CC=2N=N1.Cl.C(N=C=NCCCN(C)C)C, predict the reaction product.